Predict the product of the given reaction. From a dataset of Forward reaction prediction with 1.9M reactions from USPTO patents (1976-2016). (1) The product is: [NH2:1][C:4]1[CH:9]=[CH:8][C:7]([C:10]2[S:11][CH:12]=[CH:13][CH:14]=2)=[CH:6][C:5]=1[NH:15][C:16](=[O:26])[O:17][CH2:18][CH:19]1[CH2:22][N:21]([C:23](=[O:25])[CH3:24])[CH2:20]1. Given the reactants [N+:1]([C:4]1[CH:9]=[CH:8][C:7]([C:10]2[S:11][CH:12]=[CH:13][CH:14]=2)=[CH:6][C:5]=1[NH:15][C:16](=[O:26])[O:17][CH2:18][CH:19]1[CH2:22][N:21]([C:23](=[O:25])[CH3:24])[CH2:20]1)([O-])=O.C([O-])=O.[NH4+], predict the reaction product. (2) Given the reactants [N+:1]([C:4]1[CH:9]=[CH:8][C:7]([N:10]2[CH2:15][CH2:14][N:13]([CH:16]3[CH2:19][O:18][CH2:17]3)[CH2:12][CH2:11]2)=[CH:6][CH:5]=1)([O-])=O, predict the reaction product. The product is: [O:18]1[CH2:19][CH:16]([N:13]2[CH2:12][CH2:11][N:10]([C:7]3[CH:8]=[CH:9][C:4]([NH2:1])=[CH:5][CH:6]=3)[CH2:15][CH2:14]2)[CH2:17]1.